The task is: Regression. Given two drug SMILES strings and cell line genomic features, predict the synergy score measuring deviation from expected non-interaction effect.. This data is from NCI-60 drug combinations with 297,098 pairs across 59 cell lines. (1) Drug 1: C1CCC(C1)C(CC#N)N2C=C(C=N2)C3=C4C=CNC4=NC=N3. Drug 2: C1=CC=C(C=C1)NC(=O)CCCCCCC(=O)NO. Cell line: EKVX. Synergy scores: CSS=11.5, Synergy_ZIP=-1.88, Synergy_Bliss=1.72, Synergy_Loewe=1.89, Synergy_HSA=1.65. (2) Drug 1: CC1=C(N=C(N=C1N)C(CC(=O)N)NCC(C(=O)N)N)C(=O)NC(C(C2=CN=CN2)OC3C(C(C(C(O3)CO)O)O)OC4C(C(C(C(O4)CO)O)OC(=O)N)O)C(=O)NC(C)C(C(C)C(=O)NC(C(C)O)C(=O)NCCC5=NC(=CS5)C6=NC(=CS6)C(=O)NCCC[S+](C)C)O. Drug 2: COC1=C2C(=CC3=C1OC=C3)C=CC(=O)O2. Cell line: DU-145. Synergy scores: CSS=59.2, Synergy_ZIP=3.58, Synergy_Bliss=5.60, Synergy_Loewe=-21.2, Synergy_HSA=6.57. (3) Drug 1: CN1C2=C(C=C(C=C2)N(CCCl)CCCl)N=C1CCCC(=O)O.Cl. Drug 2: C1CCC(C(C1)N)N.C(=O)(C(=O)[O-])[O-].[Pt+4]. Cell line: U251. Synergy scores: CSS=28.4, Synergy_ZIP=-2.96, Synergy_Bliss=5.38, Synergy_Loewe=-3.04, Synergy_HSA=4.86. (4) Drug 1: CN1C2=C(C=C(C=C2)N(CCCl)CCCl)N=C1CCCC(=O)O.Cl. Drug 2: B(C(CC(C)C)NC(=O)C(CC1=CC=CC=C1)NC(=O)C2=NC=CN=C2)(O)O. Cell line: UACC62. Synergy scores: CSS=61.9, Synergy_ZIP=11.0, Synergy_Bliss=10.5, Synergy_Loewe=-43.9, Synergy_HSA=9.29. (5) Drug 1: CC1=C(N=C(N=C1N)C(CC(=O)N)NCC(C(=O)N)N)C(=O)NC(C(C2=CN=CN2)OC3C(C(C(C(O3)CO)O)O)OC4C(C(C(C(O4)CO)O)OC(=O)N)O)C(=O)NC(C)C(C(C)C(=O)NC(C(C)O)C(=O)NCCC5=NC(=CS5)C6=NC(=CS6)C(=O)NCCC[S+](C)C)O. Drug 2: N.N.Cl[Pt+2]Cl. Cell line: T-47D. Synergy scores: CSS=27.5, Synergy_ZIP=-2.94, Synergy_Bliss=2.22, Synergy_Loewe=4.84, Synergy_HSA=4.95.